Dataset: Experimentally validated miRNA-target interactions with 360,000+ pairs, plus equal number of negative samples. Task: Binary Classification. Given a miRNA mature sequence and a target amino acid sequence, predict their likelihood of interaction. (1) The miRNA is hsa-miR-513c-3p with sequence UAAAUUUCACCUUUCUGAGAAGA. The protein sequence of the target gene is MSILLPNMAEFDTISELEEEEEEEAATSSSSPSSSSSVSGPDDDEEDEEEEEEEEEEEEEEEEEEEEEAPPPPRVVSEEHLRRYAPDPVLVRGAGHITVFGLSNKFDTEFPSVLTGKVAPEEFKTSIGRVNACLKKALPVNVKWLLCGCLCCCCTLGCSLWPVICLNKRTRRSIQKLIEWENNRLYHKLALHWKLTKRKCETSNMMEYVILIEFLPKYPIFRPD. Result: 1 (interaction). (2) Result: 1 (interaction). The protein sequence of the target gene is MANQVNGNAVQLKEEEEPMDTSSVTHTEHYKTLIEAGLPQKVAERLDEIFQTGLVAYVDLDERAIDALREFNEEGALSVLQQFKESDLSHVQNKSAFLCGVMKTYRQREKQGSKVQESTKGPDEAKIKALLERTGYTLDVTTGQRKYGGPPPDSVYSGVQPGIGTEVFVGKIPRDLYEDELVPLFEKAGPIWDLRLMMDPLSGQNRGYAFITFCGKEAAQEAVKLCDSYEIRPGKHLGVCISVANNRLFVGSIPKNKTKENILEEFSKVTEGLVDVILYHQPDDKKKNRGFCFLEYEDHK.... The miRNA is hsa-miR-93-5p with sequence CAAAGUGCUGUUCGUGCAGGUAG.